From a dataset of Forward reaction prediction with 1.9M reactions from USPTO patents (1976-2016). Predict the product of the given reaction. (1) Given the reactants [Cl-].[CH2:2]([N+:6]1[CH:10]=[CH:9][N:8]([CH3:11])[CH:7]=1)[CH2:3][CH2:4][CH3:5].Cl.O1CCOCC1.O.O1CCOCC1.[H+].[B-:27]([F:31])([F:30])([F:29])[F:28], predict the reaction product. The product is: [F:28][B-:27]([F:31])([F:30])[F:29].[CH2:2]([N+:6]1[CH:10]=[CH:9][N:8]([CH3:11])[CH:7]=1)[CH2:3][CH2:4][CH3:5]. (2) Given the reactants [NH:1]1[CH:5]=[C:4]([C:6]2[C:14]3[C:13]([NH:15][C@H:16]([C:18]4[N:23]([C:24]5[CH:29]=[CH:28][CH:27]=[CH:26][CH:25]=5)[C:22](=[O:30])[C:21]5=[C:31]([CH3:34])[CH:32]=[CH:33][N:20]5[N:19]=4)[CH3:17])=[N:12][CH:11]=[N:10][C:9]=3[N:8]([CH2:35][O:36][CH2:37][CH2:38][Si:39]([CH3:42])([CH3:41])[CH3:40])[CH:7]=2)[CH:3]=[N:2]1.Cl[CH2:44][CH2:45][CH2:46][N:47]([CH3:49])[CH3:48].C(=O)([O-])[O-].[Cs+].[Cs+], predict the reaction product. The product is: [CH3:48][N:47]([CH3:49])[CH2:46][CH2:45][CH2:44][N:1]1[CH:5]=[C:4]([C:6]2[C:14]3[C:13]([NH:15][C@H:16]([C:18]4[N:23]([C:24]5[CH:25]=[CH:26][CH:27]=[CH:28][CH:29]=5)[C:22](=[O:30])[C:21]5=[C:31]([CH3:34])[CH:32]=[CH:33][N:20]5[N:19]=4)[CH3:17])=[N:12][CH:11]=[N:10][C:9]=3[N:8]([CH2:35][O:36][CH2:37][CH2:38][Si:39]([CH3:40])([CH3:42])[CH3:41])[CH:7]=2)[CH:3]=[N:2]1. (3) Given the reactants [Cl:1][C:2]1[CH:3]=[N:4][C:5]([N:11]2[CH2:14][CH:13]([CH2:15][O:16][C:17]3[CH:22]=[CH:21][C:20]([F:23])=[CH:19][CH:18]=3)[CH2:12]2)=[C:6]([CH:10]=1)[C:7](O)=[O:8].F[P-](F)(F)(F)(F)F.ClC1C=CC2N=NN(OC(N(C)C)=[N+](C)C)C=2C=1.Cl.[NH2:50][C:51]1([C:54]2[CH:63]=[CH:62][C:57]([C:58]([O:60][CH3:61])=[O:59])=[CH:56][CH:55]=2)[CH2:53][CH2:52]1, predict the reaction product. The product is: [Cl:1][C:2]1[CH:3]=[N:4][C:5]([N:11]2[CH2:12][CH:13]([CH2:15][O:16][C:17]3[CH:18]=[CH:19][C:20]([F:23])=[CH:21][CH:22]=3)[CH2:14]2)=[C:6]([CH:10]=1)[C:7]([NH:50][C:51]1([C:54]2[CH:63]=[CH:62][C:57]([C:58]([O:60][CH3:61])=[O:59])=[CH:56][CH:55]=2)[CH2:53][CH2:52]1)=[O:8]. (4) Given the reactants F[C:2]1[CH:7]=[CH:6][C:5]([C@@H:8]2[CH2:10][C@H:9]2[N:11]([CH2:33][CH:34]=[CH2:35])[CH2:12][CH2:13][CH2:14][C@H:15]([NH:19][C:20]([C:22]2[CH:27]=[CH:26][C:25]([N:28]3[CH:32]=[CH:31][N:30]=[N:29]3)=[CH:24][CH:23]=2)=[O:21])[C:16](O)=[O:17])=[CH:4][CH:3]=1.[F:36][C:37]1([C:43]#[N:44])[CH2:42][CH2:41][NH:40][CH2:39][CH2:38]1, predict the reaction product. The product is: [C:43]([C:37]1([F:36])[CH2:42][CH2:41][N:40]([C:16](=[O:17])[C@@H:15]([NH:19][C:20](=[O:21])[C:22]2[CH:23]=[CH:24][C:25]([N:28]3[CH:32]=[CH:31][N:30]=[N:29]3)=[CH:26][CH:27]=2)[CH2:14][CH2:13][CH2:12][N:11]([C@@H:9]2[CH2:10][C@H:8]2[C:5]2[CH:4]=[CH:3][CH:2]=[CH:7][CH:6]=2)[CH2:33][CH:34]=[CH2:35])[CH2:39][CH2:38]1)#[N:44]. (5) Given the reactants [C:1]1([C:11]2[S:15][C:14]([C:16]([OH:18])=O)=[CH:13][CH:12]=2)[C:10]2[C:5](=[CH:6][CH:7]=[CH:8][CH:9]=2)[CH:4]=[CH:3][CH:2]=1.S(Cl)([Cl:21])=O, predict the reaction product. The product is: [C:1]1([C:11]2[S:15][C:14]([C:16]([Cl:21])=[O:18])=[CH:13][CH:12]=2)[C:10]2[C:5](=[CH:6][CH:7]=[CH:8][CH:9]=2)[CH:4]=[CH:3][CH:2]=1.